From a dataset of Reaction yield outcomes from USPTO patents with 853,638 reactions. Predict the reaction yield, written as a fraction of the theoretical maximum amount of product (1.0 means a 100% yield; for example, 0.34 means a 34% yield). (1) The reactants are Cl[C:2]1[C:7]2[C:8]([CH3:12])=[N:9][N:10]([CH3:11])[C:6]=2[CH:5]=[C:4]([C:13]2[CH:18]=[CH:17][C:16]([F:19])=[CH:15][CH:14]=2)[N:3]=1.[CH3:20][S:21]([C:24]1[CH:29]=[CH:28][C:27](B(O)O)=[CH:26][CH:25]=1)(=[O:23])=[O:22].C([O-])([O-])=O.[Na+].[Na+]. The catalyst is CN(C=O)C.O.C1C=CC([P]([Pd]([P](C2C=CC=CC=2)(C2C=CC=CC=2)C2C=CC=CC=2)([P](C2C=CC=CC=2)(C2C=CC=CC=2)C2C=CC=CC=2)[P](C2C=CC=CC=2)(C2C=CC=CC=2)C2C=CC=CC=2)(C2C=CC=CC=2)C2C=CC=CC=2)=CC=1. The product is [F:19][C:16]1[CH:17]=[CH:18][C:13]([C:4]2[N:3]=[C:2]([C:27]3[CH:28]=[CH:29][C:24]([S:21]([CH3:20])(=[O:23])=[O:22])=[CH:25][CH:26]=3)[C:7]3[C:8]([CH3:12])=[N:9][N:10]([CH3:11])[C:6]=3[CH:5]=2)=[CH:14][CH:15]=1. The yield is 0.490. (2) The product is [CH:1]([N:14]1[C:22]2[C:17](=[CH:18][C:19]([Cl:23])=[CH:20][CH:21]=2)[C:16]([CH2:24][CH2:25][S:26]([C:29]2[CH:38]=[CH:37][C:32]([C:33]([OH:35])=[O:34])=[CH:31][CH:30]=2)(=[O:28])=[O:27])=[C:15]1[CH2:39][CH2:40][NH:41][S:42]([CH2:45][C:46]1[CH:51]=[CH:50][CH:49]=[CH:48][C:47]=1[F:52])(=[O:43])=[O:44])([C:2]1[CH:3]=[CH:4][CH:5]=[CH:6][CH:7]=1)[C:8]1[CH:13]=[CH:12][CH:11]=[CH:10][CH:9]=1. The yield is 0.990. The reactants are [CH:1]([N:14]1[C:22]2[C:17](=[CH:18][C:19]([Cl:23])=[CH:20][CH:21]=2)[C:16]([CH2:24][CH2:25][S:26]([C:29]2[CH:38]=[CH:37][C:32]([C:33]([O:35]C)=[O:34])=[CH:31][CH:30]=2)(=[O:28])=[O:27])=[C:15]1[CH2:39][CH2:40][NH:41][S:42]([CH2:45][C:46]1[CH:51]=[CH:50][CH:49]=[CH:48][C:47]=1[F:52])(=[O:44])=[O:43])([C:8]1[CH:13]=[CH:12][CH:11]=[CH:10][CH:9]=1)[C:2]1[CH:7]=[CH:6][CH:5]=[CH:4][CH:3]=1.C1COCC1.[OH-].[Na+]. The catalyst is CO. (3) The reactants are [NH2:1][C:2]1[C:7]([C:8]([O:10][CH2:11][CH3:12])=[O:9])=[CH:6][N:5]=[CH:4][CH:3]=1.C(N(CC)CC)C.[C:20](Cl)(=[O:25])[CH2:21][CH:22]([CH3:24])[CH3:23].O. The catalyst is CCOCC. The product is [CH3:23][CH:22]([CH3:24])[CH2:21][C:20]([NH:1][C:2]1[C:7]([C:8]([O:10][CH2:11][CH3:12])=[O:9])=[CH:6][N:5]=[CH:4][CH:3]=1)=[O:25]. The yield is 0.990. (4) The reactants are [Cl:1][C:2]1[N:7]=[CH:6][N+:5]([O-])=[C:4]2[CH2:9][CH2:10][CH2:11][C:3]=12.[C:12]([O:15]C(=O)C)(=[O:14])[CH3:13]. No catalyst specified. The product is [C:12]([O:15][CH:9]1[C:4]2[N:5]=[CH:6][N:7]=[C:2]([Cl:1])[C:3]=2[CH2:11][CH2:10]1)(=[O:14])[CH3:13]. The yield is 0.630. (5) The reactants are [Cl:1][C:2]1[CH:3]=[N:4][N:5]([CH3:41])[C:6]=1[C:7]1[CH:8]=[C:9]([C:14]([NH:16][C@@H:17]([CH2:30][C:31]2[CH:36]=[CH:35][CH:34]=[CH:33][C:32]=2[C:37]([F:40])([F:39])[F:38])[CH2:18][N:19]2C(=O)C3C(=CC=CC=3)C2=O)=[O:15])[S:10][C:11]=1[CH2:12][CH3:13].NN. The catalyst is O1CCCC1.CO. The product is [NH2:19][CH2:18][C@@H:17]([NH:16][C:14]([C:9]1[S:10][C:11]([CH2:12][CH3:13])=[C:7]([C:6]2[N:5]([CH3:41])[N:4]=[CH:3][C:2]=2[Cl:1])[CH:8]=1)=[O:15])[CH2:30][C:31]1[CH:36]=[CH:35][CH:34]=[CH:33][C:32]=1[C:37]([F:40])([F:39])[F:38]. The yield is 0.570.